Dataset: Full USPTO retrosynthesis dataset with 1.9M reactions from patents (1976-2016). Task: Predict the reactants needed to synthesize the given product. (1) Given the product [N:8]1[CH:13]=[CH:12][C:11]([CH:1]=[CH:2][C:3]([OH:5])=[O:4])=[CH:10][CH:9]=1, predict the reactants needed to synthesize it. The reactants are: [C:1](O)(=O)[CH2:2][C:3]([OH:5])=[O:4].[N:8]1[CH:13]=[CH:12][CH:11]=[CH:10][CH:9]=1.N1C=CC(C=O)=CC=1. (2) Given the product [F:1][C:2]1[CH:3]=[C:4]([CH:33]=[CH:34][CH:35]=1)[CH2:5][N:6]1[C:14]2[C:9](=[CH:10][C:11]([NH:15][C:16]3[C:25]4[C:20](=[CH:21][CH:22]=[CH:23][C:24]=4[O:26][C@@H:27]([CH3:32])[C:28](=[O:29])[N:36]4[CH2:40][CH2:39][CH2:38][CH2:37]4)[N:19]=[CH:18][N:17]=3)=[CH:12][CH:13]=2)[CH:8]=[N:7]1, predict the reactants needed to synthesize it. The reactants are: [F:1][C:2]1[CH:3]=[C:4]([CH:33]=[CH:34][CH:35]=1)[CH2:5][N:6]1[C:14]2[C:9](=[CH:10][C:11]([NH:15][C:16]3[C:25]4[C:20](=[CH:21][CH:22]=[CH:23][C:24]=4[O:26][C@@H:27]([CH3:32])[C:28](OC)=[O:29])[N:19]=[CH:18][N:17]=3)=[CH:12][CH:13]=2)[CH:8]=[N:7]1.[NH:36]1[CH2:40][CH2:39][CH2:38][CH2:37]1. (3) Given the product [Cl:1][C:2]1[CH:22]=[C:21]([CH:24]=[CH:25][C:26]2[CH:31]=[CH:30][CH:29]=[CH:28][CH:27]=2)[CH:20]=[CH:19][C:3]=1[CH2:4][C:5]1[C:13]2[C:8](=[CH:9][CH:10]=[C:11]([C:14]([O:16][CH3:17])=[O:15])[CH:12]=2)[NH:7][C:6]=1[CH3:18], predict the reactants needed to synthesize it. The reactants are: [Cl:1][C:2]1[CH:22]=[C:21](I)[CH:20]=[CH:19][C:3]=1[CH2:4][C:5]1[C:13]2[C:8](=[CH:9][CH:10]=[C:11]([C:14]([O:16][CH3:17])=[O:15])[CH:12]=2)[NH:7][C:6]=1[CH3:18].[CH2:24]=[CH:25][C:26]1[CH:31]=[CH:30][CH:29]=[CH:28][CH:27]=1.C1(P(C2C=CC=CC=2)C2C=CC=CC=2)C=CC=CC=1.C(N(CCCC)CCCC)CCC. (4) Given the product [F:1][C:2]([F:14])([F:15])[C:3]1[CH:8]=[CH:7][CH:6]=[CH:5][C:4]=1[CH2:9][CH2:10][C:11](=[O:13])[CH3:12], predict the reactants needed to synthesize it. The reactants are: [F:1][C:2]([F:15])([F:14])[C:3]1[CH:8]=[CH:7][CH:6]=[CH:5][C:4]=1[CH:9]=[CH:10][C:11](=[O:13])[CH3:12]. (5) Given the product [CH:14]([C:11]1[CH:12]=[CH:13][C:8]([C:6]2[CH:5]=[CH:4][N:3]=[C:2]([C:26]3[CH:27]=[C:22]([CH:23]=[CH:24][CH:25]=3)[C:17]([O:19][CH2:20][CH3:21])=[O:18])[CH:7]=2)=[CH:9][CH:10]=1)([CH3:16])[CH3:15], predict the reactants needed to synthesize it. The reactants are: Cl[C:2]1[CH:7]=[C:6]([C:8]2[CH:13]=[CH:12][C:11]([CH:14]([CH3:16])[CH3:15])=[CH:10][CH:9]=2)[CH:5]=[CH:4][N:3]=1.[C:17]([C:22]1[CH:23]=[C:24](B(O)O)[CH:25]=[CH:26][CH:27]=1)([O:19][CH2:20][CH3:21])=[O:18].C(=O)([O-])[O-].[Na+].[Na+]. (6) Given the product [CH3:12][O:11][C:9]1[CH:8]=[CH:7][C:5]2[NH:6][C:2]([S:1][CH2:15][C:16]3[CH:22]=[C:21]([CH3:23])[CH:20]=[CH:19][C:17]=3[NH2:18])=[N:3][C:4]=2[CH:10]=1, predict the reactants needed to synthesize it. The reactants are: [SH:1][C:2]1[NH:3][C:4]2[CH:10]=[C:9]([O:11][CH3:12])[CH:8]=[CH:7][C:5]=2[N:6]=1.Cl.Cl[CH2:15][C:16]1[CH:22]=[C:21]([CH3:23])[CH:20]=[CH:19][C:17]=1[NH2:18]. (7) Given the product [C:24]([N:7]1[CH:2]([CH3:1])[CH2:3][N:4]([C:9]2[CH:16]=[CH:15][C:12]([CH:13]=[O:14])=[CH:11][CH:10]=2)[CH2:5][CH:6]1[CH3:8])(=[O:26])[CH3:25], predict the reactants needed to synthesize it. The reactants are: [CH3:1][CH:2]1[NH:7][CH:6]([CH3:8])[CH2:5][N:4]([C:9]2[CH:16]=[CH:15][C:12]([CH:13]=[O:14])=[CH:11][CH:10]=2)[CH2:3]1.CCN(CC)CC.[C:24](Cl)(=[O:26])[CH3:25]. (8) Given the product [CH2:16]([O:23][C:24](=[O:42])[CH2:25][CH2:26][C@H:27]([NH:31][C:32]([O:34][CH2:35][C:36]1[CH:41]=[CH:40][CH:39]=[CH:38][CH:37]=1)=[O:33])[C:28](=[O:30])[NH:1][C@@H:2]([CH3:15])[C@@H:3]([C:5]1[CH:10]=[C:9]([O:11][CH3:12])[CH:8]=[CH:7][C:6]=1[O:13][CH3:14])[OH:4])[C:17]1[CH:22]=[CH:21][CH:20]=[CH:19][CH:18]=1, predict the reactants needed to synthesize it. The reactants are: [NH2:1][C@@H:2]([CH3:15])[C@@H:3]([C:5]1[CH:10]=[C:9]([O:11][CH3:12])[CH:8]=[CH:7][C:6]=1[O:13][CH3:14])[OH:4].[CH2:16]([O:23][C:24](=[O:42])[CH2:25][CH2:26][C@H:27]([NH:31][C:32]([O:34][CH2:35][C:36]1[CH:41]=[CH:40][CH:39]=[CH:38][CH:37]=1)=[O:33])[C:28](=[O:30])N)[C:17]1[CH:22]=[CH:21][CH:20]=[CH:19][CH:18]=1.CCN=C=NCCCN(C)C.O. (9) Given the product [CH2:1]([O:3][C:4]([C:5]1[S:30][C:29]([NH2:31])=[N:28][C:6]=1[C:8]1[C:9]([CH:22]([OH:25])[CH2:23][CH3:24])=[N:10][N:11]([CH2:13][C:14]2[CH:19]=[CH:18][C:17]([O:20][CH3:21])=[CH:16][CH:15]=2)[CH:12]=1)=[O:27])[CH3:2], predict the reactants needed to synthesize it. The reactants are: [CH2:1]([O:3][C:4](=[O:27])[CH:5](Br)[C:6]([C:8]1[C:9]([CH:22]([OH:25])[CH2:23][CH3:24])=[N:10][N:11]([CH2:13][C:14]2[CH:19]=[CH:18][C:17]([O:20][CH3:21])=[CH:16][CH:15]=2)[CH:12]=1)=O)[CH3:2].[NH2:28][C:29]([NH2:31])=[S:30].